From a dataset of Forward reaction prediction with 1.9M reactions from USPTO patents (1976-2016). Predict the product of the given reaction. (1) Given the reactants N#N.[Br:3][C:4]1[CH:9]=[C:8]([C:10](=[O:12])[CH3:11])[CH:7]=[CH:6][N:5]=1.COC([O:18][CH3:19])OC.[C:20]([O-])([O-])=O.[Na+].[Na+], predict the reaction product. The product is: [Br:3][C:4]1[CH:9]=[C:8]([C:10]2([CH3:11])[O:18][CH2:19][CH2:20][O:12]2)[CH:7]=[CH:6][N:5]=1. (2) Given the reactants [C:1]([O:5][CH2:6][CH2:7][CH2:8][CH2:9][O:10][C:11]1[C:21]([O:22][CH2:23][CH2:24][CH2:25][CH2:26][O:27][C:28](=[O:31])[CH:29]=[CH2:30])=[C:20]([O:32][CH2:33][CH2:34][CH2:35][CH2:36][O:37][C:38](=[O:41])[CH:39]=[CH2:40])[CH:19]=[CH:18][C:12]=1[CH:13]=[CH:14][C:15]([OH:17])=[O:16])(=[O:4])[CH:2]=[CH2:3].S(Cl)(Cl)=O.[C:46]1([CH3:52])[CH:51]=[CH:50][CH:49]=[CH:48][CH:47]=1, predict the reaction product. The product is: [C:1]([O:5][CH2:6][CH2:7][CH2:8][CH2:9][O:10][C:11]1[C:21]([O:22][CH2:23][CH2:24][CH2:25][CH2:26][O:27][C:28](=[O:31])[CH:29]=[CH2:30])=[C:20]([O:32][CH2:33][CH2:34][CH2:35][CH2:36][O:37][C:38](=[O:41])[CH:39]=[CH2:40])[CH:19]=[CH:18][C:12]=1[CH:13]=[CH:14][C:15]([O:17][C:49]1[CH:50]=[CH:51][C:46]([C:52]2[CH:20]=[CH:21][C:11]([O:16][C:15](=[O:17])[CH:14]=[CH:13][C:12]3[CH:18]=[CH:19][C:20]([O:32][CH2:33][CH2:34][CH2:35][CH2:36][O:37][C:38](=[O:41])[CH:39]=[CH2:40])=[C:21]([O:22][CH2:23][CH2:24][CH2:25][CH2:26][O:27][C:28](=[O:31])[CH:29]=[CH2:30])[C:11]=3[O:10][CH2:9][CH2:8][CH2:7][CH2:6][O:5][C:1](=[O:4])[CH:2]=[CH2:3])=[CH:12][CH:13]=2)=[CH:47][CH:48]=1)=[O:16])(=[O:4])[CH:2]=[CH2:3]. (3) Given the reactants [C:1]([C:3]1[CH:4]=[N:5][N:6]2[C:11]([C:12]([F:15])([F:14])[F:13])=[CH:10][C:9]([C:16]3[CH:21]=[CH:20][C:19]([C:22]([F:25])([F:24])[F:23])=[CH:18][CH:17]=3)=[N:8][C:7]=12)#[CH:2].Br[C:27]1[CH:35]=[CH:34][C:30]([CH:31]([OH:33])[CH3:32])=[CH:29][CH:28]=1, predict the reaction product. The product is: [F:15][C:12]([F:14])([F:13])[C:11]1[N:6]2[N:5]=[CH:4][C:3]([C:1]#[C:2][C:27]3[CH:35]=[CH:34][C:30]([CH:31]([OH:33])[CH3:32])=[CH:29][CH:28]=3)=[C:7]2[N:8]=[C:9]([C:16]2[CH:21]=[CH:20][C:19]([C:22]([F:25])([F:24])[F:23])=[CH:18][CH:17]=2)[CH:10]=1. (4) Given the reactants C(OC([NH:6][C:7]([NH2:9])=S)=O)C.[CH3:10][O:11][C:12]1[CH:13]=[CH:14][C:15]([NH2:18])=[N:16][CH:17]=1.Cl.NO.CCN(C(C)C)C(C)C, predict the reaction product. The product is: [CH3:10][O:11][C:12]1[CH:13]=[CH:14][C:15]2[N:16]([N:6]=[C:7]([NH2:9])[N:18]=2)[CH:17]=1. (5) Given the reactants [C:1]([O:5][C:6](=[O:19])[NH:7][C@H:8]([CH2:17][OH:18])[CH2:9][C:10]1[CH:15]=[CH:14][C:13]([OH:16])=[CH:12][CH:11]=1)([CH3:4])([CH3:3])[CH3:2].Cl[C:21]1[C:26]([CH:27]=[O:28])=[CH:25][CH:24]=[CH:23][N:22]=1.C(=O)([O-])[O-].[K+].[K+], predict the reaction product. The product is: [C:1]([O:5][C:6](=[O:19])[NH:7][C@H:8]([CH2:17][OH:18])[CH2:9][C:10]1[CH:11]=[CH:12][C:13]([O:16][C:21]2[C:26]([CH:27]=[O:28])=[CH:25][CH:24]=[CH:23][N:22]=2)=[CH:14][CH:15]=1)([CH3:3])([CH3:2])[CH3:4]. (6) The product is: [Cl:24][C:20]1[CH:21]=[C:22]2[C:17](=[CH:18][CH:19]=1)[NH:16][C:15](=[O:25])[C:14]([C:11]([NH:10][C:27]1[CH:34]=[CH:33][C:30]([C:31]#[N:32])=[C:29]([CH3:35])[N:28]=1)([CH3:13])[CH3:12])=[CH:23]2. Given the reactants C(N(CC)C(C)C)(C)C.[NH2:10][C:11]([C:14]1[C:15](=[O:25])[NH:16][C:17]2[C:22]([CH:23]=1)=[CH:21][C:20]([Cl:24])=[CH:19][CH:18]=2)([CH3:13])[CH3:12].F[C:27]1[CH:34]=[CH:33][C:30]([C:31]#[N:32])=[C:29]([CH3:35])[N:28]=1.CCOC(C)=O, predict the reaction product. (7) Given the reactants [CH3:1][O:2][C:3]([C:5]1[CH:13]=[C:12]2[C:8]([C:9]([CH3:14])=[CH:10][NH:11]2)=[CH:7][CH:6]=1)=[O:4].[H-].[Na+].[Cl:17][C:18]1[CH:25]=[C:24]([Cl:26])[CH:23]=[CH:22][C:19]=1[CH2:20]Cl.O, predict the reaction product. The product is: [Cl:17][C:18]1[CH:25]=[C:24]([Cl:26])[CH:23]=[CH:22][C:19]=1[CH2:20][N:11]1[C:12]2[C:8](=[CH:7][CH:6]=[C:5]([C:3]([O:2][CH3:1])=[O:4])[CH:13]=2)[C:9]([CH3:14])=[CH:10]1. (8) Given the reactants CC(C)([O-])C.[K+].[NH:7]1[CH:11]=[CH:10][CH:9]=[N:8]1.Cl[C:13]1[S:14][CH:15]=[CH:16][C:17]=1[N+:18]([O-:20])=[O:19], predict the reaction product. The product is: [N+:18]([C:17]1[CH:16]=[CH:15][S:14][C:13]=1[N:7]1[CH:11]=[CH:10][CH:9]=[N:8]1)([O-:20])=[O:19]. (9) Given the reactants [F:1][C:2]1[CH:3]=[C:4]([OH:9])[CH:5]=[CH:6][C:7]=1[F:8].F[C:11]1[CH:16]=[CH:15][CH:14]=[CH:13][C:12]=1[N+:17]([O-:19])=[O:18].[F:20][C:21]1[CH:22]=[C:23]([CH:32]=[CH:33][C:34]=1[F:35])[O:24][C:25]1[CH:31]=[CH:30][CH:29]=[CH:28][C:26]=1[NH2:27].[NH2:36][C:37]1[S:38][CH:39]=[CH:40][N:41]=1, predict the reaction product. The product is: [F:1][C:2]1[CH:3]=[C:4]([CH:5]=[CH:6][C:7]=1[F:8])[O:9][C:11]1[CH:16]=[CH:15][CH:14]=[CH:13][C:12]=1[N+:17]([O-:19])=[O:18].[F:20][C:21]1[CH:22]=[C:23]([CH:32]=[CH:33][C:34]=1[F:35])[O:24][C:25]1[CH:31]=[CH:30][CH:29]=[CH:28][C:26]=1[NH:27][C:4]([NH:36][C:37]1[S:38][CH:39]=[CH:40][N:41]=1)=[O:9]. (10) Given the reactants Br[CH2:2][CH2:3][N:4]1[CH:8]=[CH:7][CH:6]=[C:5]1[C:9]([O:11][CH2:12][CH3:13])=[O:10].[CH3:14][CH2:15][CH2:16][CH:17]([NH2:21])[CH2:18][CH2:19][CH3:20], predict the reaction product. The product is: [CH2:16]([CH:17]([NH:21][CH2:2][CH2:3][N:4]1[CH:8]=[CH:7][CH:6]=[C:5]1[C:9]([O:11][CH2:12][CH3:13])=[O:10])[CH2:18][CH2:19][CH3:20])[CH2:15][CH3:14].